Dataset: Full USPTO retrosynthesis dataset with 1.9M reactions from patents (1976-2016). Task: Predict the reactants needed to synthesize the given product. (1) The reactants are: [Cl:1][C:2]1[CH:7]=[C:6]([C:8](=[O:10])[CH3:9])[CH:5]=[C:4]([Cl:11])[N:3]=1.[CH2:12](O)[CH2:13][OH:14].CC1C=CC(S(O)(=O)=O)=CC=1. Given the product [Cl:1][C:2]1[CH:7]=[C:6]([C:8]2([CH3:9])[O:14][CH2:13][CH2:12][O:10]2)[CH:5]=[C:4]([Cl:11])[N:3]=1, predict the reactants needed to synthesize it. (2) Given the product [OH:1][C@:2]1([CH2:9][NH:10][C:11]([C:13]2[C:14]3[CH:15]=[CH:16][C:17]([N:37]4[CH2:38][CH2:39][C:35]([F:40])([F:34])[CH2:36]4)=[N:18][C:19]=3[CH:20]=[CH:21][C:22]=2[Cl:23])=[O:12])[CH2:7][CH2:6][CH2:5][C@@H:4]([CH3:8])[CH2:3]1, predict the reactants needed to synthesize it. The reactants are: [OH:1][C@:2]1([CH2:9][NH:10][C:11]([C:13]2[C:14]3[CH:15]=[CH:16][C:17](Cl)=[N:18][C:19]=3[CH:20]=[CH:21][C:22]=2[Cl:23])=[O:12])[CH2:7][CH2:6][CH2:5][C@@H:4]([CH3:8])[CH2:3]1.CCN(C(C)C)C(C)C.[F:34][C:35]1([F:40])[CH2:39][CH2:38][NH:37][CH2:36]1. (3) Given the product [CH3:28][C:23]1([CH3:29])[C:24]([CH3:27])([CH3:26])[O:25][B:21]([C:7]2[CH2:8][CH2:9][N:10]([C:13]3[N:18]=[CH:17][CH:16]=[CH:15][N:14]=3)[CH2:11][CH:12]=2)[O:22]1, predict the reactants needed to synthesize it. The reactants are: FC(F)(F)S(O[C:7]1[CH2:8][CH2:9][N:10]([C:13]2[N:18]=[CH:17][CH:16]=[CH:15][N:14]=2)[CH2:11][CH:12]=1)(=O)=O.[B:21]1([B:21]2[O:25][C:24]([CH3:27])([CH3:26])[C:23]([CH3:29])([CH3:28])[O:22]2)[O:25][C:24]([CH3:27])([CH3:26])[C:23]([CH3:29])([CH3:28])[O:22]1.C([O-])(=O)C.[K+]. (4) Given the product [OH:14][C:15]1[CH:22]=[CH:21][CH:20]=[C:19]([O:13][CH2:12][C@@H:8]2[CH2:9][CH2:10][CH2:11][N:7]2[C:1]2[CH:2]=[CH:3][CH:4]=[CH:5][CH:6]=2)[C:16]=1[CH:17]=[O:18], predict the reactants needed to synthesize it. The reactants are: [C:1]1([N:7]2[CH2:11][CH2:10][CH2:9][C@H:8]2[CH2:12][OH:13])[CH:6]=[CH:5][CH:4]=[CH:3][CH:2]=1.[OH:14][C:15]1[CH:22]=[CH:21][CH:20]=[C:19](O)[C:16]=1[CH:17]=[O:18].C1C=CC(P(C2C=CC=CC=2)C2C=CC=CC=2)=CC=1.CC(OC(/N=N/C(OC(C)C)=O)=O)C.